Dataset: Acute oral toxicity (LD50) regression data from Zhu et al.. Task: Regression/Classification. Given a drug SMILES string, predict its toxicity properties. Task type varies by dataset: regression for continuous values (e.g., LD50, hERG inhibition percentage) or binary classification for toxic/non-toxic outcomes (e.g., AMES mutagenicity, cardiotoxicity, hepatotoxicity). Dataset: ld50_zhu. The drug is CCOP(=S)(OCC)SCC(=O)N(C)C(N)=O. The rat oral LD50 is 4.27, given as -log10 of the dose in mol/kg body weight (higher means more acutely toxic).